From a dataset of Full USPTO retrosynthesis dataset with 1.9M reactions from patents (1976-2016). Predict the reactants needed to synthesize the given product. (1) Given the product [F:1][C:2]1[CH:7]=[C:6]([C:8]([F:9])([F:10])[F:11])[CH:5]=[CH:4][C:3]=1[C:12]1[N:17]=[CH:16][N:15]=[C:14]([NH:18][C:19]2[CH:24]=[CH:23][C:22]([O:25][CH3:26])=[CH:21][CH:20]=2)[C:13]=1[NH2:27], predict the reactants needed to synthesize it. The reactants are: [F:1][C:2]1[CH:7]=[C:6]([C:8]([F:11])([F:10])[F:9])[CH:5]=[CH:4][C:3]=1[C:12]1[N:17]=[CH:16][N:15]=[C:14]([NH:18][C:19]2[CH:24]=[CH:23][C:22]([O:25][CH3:26])=[CH:21][CH:20]=2)[C:13]=1[N+:27]([O-])=O. (2) Given the product [Cl:1][C:2]1[N:7]=[C:6]2[NH:20][N:21]=[C:9]([C:11]3[CH:16]=[CH:15][N:14]=[C:13]([S:17][CH3:18])[N:12]=3)[C:5]2=[CH:4][N:3]=1, predict the reactants needed to synthesize it. The reactants are: [Cl:1][C:2]1[N:7]=[C:6](Cl)[C:5]([C:9]([C:11]2[CH:16]=[CH:15][N:14]=[C:13]([S:17][CH3:18])[N:12]=2)=O)=[CH:4][N:3]=1.O.[NH2:20][NH2:21].CCN(C(C)C)C(C)C.